This data is from Forward reaction prediction with 1.9M reactions from USPTO patents (1976-2016). The task is: Predict the product of the given reaction. (1) The product is: [F:1][C:2]([F:13])([F:12])[C:3]1[CH:4]=[C:5]([C:15]2[N:20]=[C:19]([C:21](=[O:23])[CH3:22])[CH:18]=[CH:17][CH:16]=2)[CH:6]=[CH:7][CH:8]=1. Given the reactants [F:1][C:2]([F:13])([F:12])[C:3]1[CH:4]=[C:5](B(O)O)[CH:6]=[CH:7][CH:8]=1.Br[C:15]1[N:20]=[C:19]([C:21](=[O:23])[CH3:22])[CH:18]=[CH:17][CH:16]=1.C([O-])([O-])=O.[K+].[K+], predict the reaction product. (2) Given the reactants Cl[C:2](Cl)(Cl)[CH:3]([OH:5])O.S([O-])([O-])(=O)=O.[Na+].[Na+].S(O)(O)(=O)=O.[NH2:20][OH:21].[NH2:22][C:23]1[CH:31]=[CH:30][CH:29]=[C:28]2[C:24]=1[CH2:25][CH2:26][CH2:27]2.Cl, predict the reaction product. The product is: [OH:21][NH:20][CH2:2][C:3]([NH:22][C:23]1[CH:31]=[CH:30][CH:29]=[C:28]2[C:24]=1[CH2:25][CH2:26][CH2:27]2)=[O:5]. (3) Given the reactants Cl[C:2]1[C:3]2[CH:10]([CH3:11])[S:9][CH2:8][C:4]=2[N:5]=[CH:6][N:7]=1.[C:12]([N:19]1[CH2:24][CH2:23][NH:22][CH2:21][CH2:20]1)([O:14][C:15]([CH3:18])([CH3:17])[CH3:16])=[O:13], predict the reaction product. The product is: [CH3:11][CH:10]1[C:3]2[C:2]([N:22]3[CH2:21][CH2:20][N:19]([C:12]([O:14][C:15]([CH3:18])([CH3:17])[CH3:16])=[O:13])[CH2:24][CH2:23]3)=[N:7][CH:6]=[N:5][C:4]=2[CH2:8][S:9]1. (4) Given the reactants [NH2:1][C:2]1[N:6]([CH2:7][CH2:8][C:9](=[O:11])[NH2:10])[C:5]2[CH:12]=[CH:13][C:14]([N:16]([CH3:25])[C:17](=[O:24])[C:18]3[CH:23]=[CH:22][CH:21]=[CH:20][CH:19]=3)=[CH:15][C:4]=2[N:3]=1.[C:26]([O:30][C:31]([NH:33][C:34]1[S:35][CH:36]=[C:37]([C:39]2[S:43][C:42]([C:44](O)=[O:45])=[CH:41][CH:40]=2)[N:38]=1)=[O:32])([CH3:29])([CH3:28])[CH3:27].C(Cl)CCl.C1C=CC2N(O)N=NC=2C=1.CCN(C(C)C)C(C)C, predict the reaction product. The product is: [C:26]([O:30][C:31](=[O:32])[NH:33][C:34]1[S:35][CH:36]=[C:37]([C:39]2[S:43][C:42]([C:44](=[O:45])[NH:1][C:2]3[N:6]([CH2:7][CH2:8][C:9](=[O:11])[NH2:10])[C:5]4[CH:12]=[CH:13][C:14]([N:16]([C:17](=[O:24])[C:18]5[CH:23]=[CH:22][CH:21]=[CH:20][CH:19]=5)[CH3:25])=[CH:15][C:4]=4[N:3]=3)=[CH:41][CH:40]=2)[N:38]=1)([CH3:29])([CH3:27])[CH3:28]. (5) Given the reactants Cl.[NH2:2][C:3]([NH2:5])=[NH:4].CC[O-].[Na+].[CH2:10]([O:17][CH2:18][C@H:19]1[N:23]([C:24]([O:26][C:27]([CH3:30])([CH3:29])[CH3:28])=[O:25])[C@@H:22](/[C:31](/[C:35](OC(C)(C)C)=O)=[CH:32]/[O:33]C)[C@@H:21]2[O:42][C:43]([CH3:46])([CH3:45])[O:44][C@H:20]12)[C:11]1[CH:16]=[CH:15][CH:14]=[CH:13][CH:12]=1, predict the reaction product. The product is: [NH2:4][C:3]1[NH:5][C:32](=[O:33])[C:31]([C@@H:22]2[N:23]([C:24]([O:26][C:27]([CH3:28])([CH3:30])[CH3:29])=[O:25])[C@H:19]([CH2:18][O:17][CH2:10][C:11]3[CH:16]=[CH:15][CH:14]=[CH:13][CH:12]=3)[C@H:20]3[O:44][C:43]([CH3:46])([CH3:45])[O:42][C@@H:21]23)=[CH:35][N:2]=1. (6) Given the reactants [C:1]1([S:7]([CH2:10][CH:11]=[CH:12][CH:13]=[CH:14][C:15]([OH:17])=O)(=[O:9])=[O:8])[CH:6]=[CH:5][CH:4]=[CH:3][CH:2]=1.C(Cl)(=O)C(Cl)=O.[NH2:24][OH:25], predict the reaction product. The product is: [OH:25][NH:24][C:15](=[O:17])[CH:14]=[CH:13][CH:12]=[CH:11][CH2:10][S:7]([C:1]1[CH:6]=[CH:5][CH:4]=[CH:3][CH:2]=1)(=[O:9])=[O:8]. (7) The product is: [CH2:1]([N:8]([CH3:26])[C:9]1[CH:14]=[CH:13][N:12]([CH2:15][CH2:16][C:17]2[CH:22]=[CH:21][C:20]([CH2:23][Br:28])=[CH:19][CH:18]=2)[C:11](=[O:25])[CH:10]=1)[C:2]1[CH:7]=[CH:6][CH:5]=[CH:4][CH:3]=1. Given the reactants [CH2:1]([N:8]([CH3:26])[C:9]1[CH:14]=[CH:13][N:12]([CH2:15][CH2:16][C:17]2[CH:22]=[CH:21][C:20]([CH2:23]O)=[CH:19][CH:18]=2)[C:11](=[O:25])[CH:10]=1)[C:2]1[CH:7]=[CH:6][CH:5]=[CH:4][CH:3]=1.P(Br)(Br)[Br:28], predict the reaction product. (8) Given the reactants [Cl:1][C:2]1[CH:3]=[C:4]([CH:8]=[CH:9][N:10]=1)[C:5](O)=[O:6].[NH:11]([CH3:13])[CH3:12].CCN=C=NCCCN(C)C.Cl.C1C=CC2N(O)N=NC=2C=1.O, predict the reaction product. The product is: [Cl:1][C:2]1[CH:3]=[C:4]([CH:8]=[CH:9][N:10]=1)[C:5]([N:11]([CH3:13])[CH3:12])=[O:6]. (9) Given the reactants [Cl:1][C:2]1[N:10]([CH2:11][O:12][CH2:13][CH2:14][Si:15]([CH3:18])([CH3:17])[CH3:16])[C:9]2[C:4](=[N:5][C:6]([C:20]3[CH:25]=[CH:24][C:23]([C:26]4([CH:29]=[O:30])[CH2:28][CH2:27]4)=[CH:22][CH:21]=3)=[C:7]([Cl:19])[CH:8]=2)[CH:3]=1.[CH3:31][Mg+].[Br-].N#N, predict the reaction product. The product is: [Cl:1][C:2]1[N:10]([CH2:11][O:12][CH2:13][CH2:14][Si:15]([CH3:18])([CH3:16])[CH3:17])[C:9]2[C:4](=[N:5][C:6]([C:20]3[CH:21]=[CH:22][C:23]([C:26]4([CH:29]([OH:30])[CH3:31])[CH2:28][CH2:27]4)=[CH:24][CH:25]=3)=[C:7]([Cl:19])[CH:8]=2)[CH:3]=1. (10) Given the reactants [OH-].[Na+].[Cl:3][C:4]1[CH:13]=[CH:12][C:7]([C:8]([O:10]C)=[O:9])=[CH:6][C:5]=1[O:14][CH2:15][C:16]([F:19])([F:18])[F:17], predict the reaction product. The product is: [Cl:3][C:4]1[CH:13]=[CH:12][C:7]([C:8]([OH:10])=[O:9])=[CH:6][C:5]=1[O:14][CH2:15][C:16]([F:17])([F:19])[F:18].